Dataset: Reaction yield outcomes from USPTO patents with 853,638 reactions. Task: Predict the reaction yield, written as a fraction of the theoretical maximum amount of product (1.0 means a 100% yield; for example, 0.34 means a 34% yield). (1) The reactants are O.Cl.C(OC([NH:10][C@@:11]1([C:35]([O:37]C(C)(C)C)=[O:36])[C@H:16]([O:17][CH2:18][C:19]2[CH:24]=[CH:23][C:22]([Cl:25])=[C:21]([Cl:26])[CH:20]=2)[C@@H:15]([OH:27])[C@@H:14]2[C@H:12]1[C@H:13]2[C:28]([O:30]C(C)(C)C)=[O:29])=O)(C)(C)C. The catalyst is O1CCOCC1. The product is [ClH:25].[NH2:10][C@@:11]1([C:35]([OH:37])=[O:36])[C@H:16]([O:17][CH2:18][C:19]2[CH:24]=[CH:23][C:22]([Cl:25])=[C:21]([Cl:26])[CH:20]=2)[C@@H:15]([OH:27])[C@@H:14]2[C@H:12]1[C@H:13]2[C:28]([OH:30])=[O:29]. The yield is 0.930. (2) The reactants are [O:1]1[CH2:6][CH2:5][CH2:4][CH2:3][CH:2]1[N:7]1[C:15]2[C:10](=[CH:11][C:12]([C:16]3[CH:21]=[CH:20][CH:19]=[CH:18][C:17]=3[C:22]#[C:23][Si](C)(C)C)=[CH:13][CH:14]=2)[C:9]([C:28]2[N:33]=[C:32]([O:34][C@H:35]3[CH2:42][N:41]([C:43]([O:45][C:46]([CH3:49])([CH3:48])[CH3:47])=[O:44])[CH2:40][CH2:39][C:36]43[CH2:38][CH2:37]4)[CH:31]=[N:30][CH:29]=2)=[N:8]1.C(=O)([O-])[O-].[K+].[K+]. The catalyst is CO.CCOC(C)=O. The product is [C:22]([C:17]1[CH:18]=[CH:19][CH:20]=[CH:21][C:16]=1[C:12]1[CH:11]=[C:10]2[C:15](=[CH:14][CH:13]=1)[N:7]([CH:2]1[CH2:3][CH2:4][CH2:5][CH2:6][O:1]1)[N:8]=[C:9]2[C:28]1[N:33]=[C:32]([O:34][C@H:35]2[CH2:42][N:41]([C:43]([O:45][C:46]([CH3:49])([CH3:48])[CH3:47])=[O:44])[CH2:40][CH2:39][C:36]32[CH2:38][CH2:37]3)[CH:31]=[N:30][CH:29]=1)#[CH:23]. The yield is 0.810.